From a dataset of Retrosynthesis with 50K atom-mapped reactions and 10 reaction types from USPTO. Predict the reactants needed to synthesize the given product. (1) Given the product CC(C)(C)OC(=O)N1CCCN(CC2CC2)CC1, predict the reactants needed to synthesize it. The reactants are: BrCC1CC1.CC(C)(C)OC(=O)N1CCCNCC1. (2) Given the product CS(=O)(=O)OCCCCc1ccc2c(-c3ccc(Cl)cc3)nsc2c1, predict the reactants needed to synthesize it. The reactants are: CS(=O)(=O)OCCC#Cc1ccc2c(-c3ccc(Cl)cc3)nsc2c1. (3) The reactants are: CCC(C)c1ccccc1O.O=C(Cl)Cl. Given the product CCC(C)c1ccccc1OC(=O)Cl, predict the reactants needed to synthesize it. (4) Given the product CC(C)(C)OC(=O)CN(C(=O)[C@H](CCCCNC(=O)OCc1ccccc1)NC(=O)OC(C)(C)C)C1Cc2ccccc2C1, predict the reactants needed to synthesize it. The reactants are: CC(C)(C)OC(=O)CNC1Cc2ccccc2C1.CC(C)(C)OC(=O)N[C@@H](CCCCNC(=O)OCc1ccccc1)C(=O)O. (5) Given the product Cc1ccc(C(N)=O)c(NC(=O)c2csc(Br)n2)c1, predict the reactants needed to synthesize it. The reactants are: Cc1ccc(C(N)=O)c(N)c1.O=C(O)c1csc(Br)n1.